Dataset: Forward reaction prediction with 1.9M reactions from USPTO patents (1976-2016). Task: Predict the product of the given reaction. (1) Given the reactants Cl[C:2]1[N:7]=[CH:6][C:5]2[O:8][C:9]3[C:14]([C:15]4([CH:19]([CH2:20][O:21][CH3:22])[S:18][C:17]([NH2:23])=[N:16]4)[C:4]=2[CH:3]=1)=[CH:13][C:12]([C:24]1[C:25]([F:30])=[N:26][CH:27]=[CH:28][CH:29]=1)=[CH:11][CH:10]=3.P([O-])([O-])([O-])=O.[K+].[K+].[K+].[F:39][C:40]1[CH:45]=[C:44](B(O)O)[CH:43]=[CH:42][N:41]=1.O1CCOCC1, predict the reaction product. The product is: [F:30][C:25]1[C:24]([C:12]2[CH:13]=[C:14]3[C@@:15]4([C@@H:19]([CH2:20][O:21][CH3:22])[S:18][C:17]([NH2:23])=[N:16]4)[C:4]4[CH:3]=[C:2]([C:44]5[CH:43]=[CH:42][N:41]=[C:40]([F:39])[CH:45]=5)[N:7]=[CH:6][C:5]=4[O:8][C:9]3=[CH:10][CH:11]=2)=[CH:29][CH:28]=[CH:27][N:26]=1. (2) Given the reactants [CH:1]1([NH:4][C:5]([NH:7][C:8]2[CH:13]=[CH:12][C:11]([B:14]3[O:18][C:17]([CH3:20])([CH3:19])[C:16]([CH3:22])([CH3:21])[O:15]3)=[CH:10][CH:9]=2)=[O:6])[CH2:3][CH2:2]1.[CH3:23][N:24]([CH2:26][C:27]1C=CC(N)=[CH:29][CH:28]=1)[CH3:25], predict the reaction product. The product is: [CH3:23][N:24]([CH2:26][C:27]1[CH:28]=[CH:29][C:1]([NH:4][C:5]([NH:7][C:8]2[CH:9]=[CH:10][C:11]([B:14]3[O:15][C:16]([CH3:22])([CH3:21])[C:17]([CH3:19])([CH3:20])[O:18]3)=[CH:12][CH:13]=2)=[O:6])=[CH:3][CH:2]=1)[CH3:25]. (3) Given the reactants C(C1[C:12]2[C:7](=[CH:8][CH:9]=[CH:10][CH:11]=2)C=CC=1CCCCCC)#C.Br[CH2:20][CH2:21][CH2:22][CH2:23][CH2:24][CH3:25].Br[CH2:27][C@@H:28]([CH3:31])[CH2:29][CH3:30], predict the reaction product. The product is: [C:21]([C:22]1[C:7]2[C:12](=[CH:11][CH:10]=[CH:9][CH:8]=2)[CH:25]=[CH:24][C:23]=1[CH2:27][C@@H:28]([CH3:31])[CH2:29][CH3:30])#[CH:20]. (4) Given the reactants [OH:1][C:2]1[CH:3]=[C:4]([CH2:9][C:10]([O:12][CH3:13])=[O:11])[CH:5]=[C:6]([OH:8])[CH:7]=1.C(=O)([O-])[O-].[K+].[K+].[I-].[K+].[CH2:22](Br)[C:23]1[CH:28]=[CH:27][CH:26]=[CH:25][CH:24]=1, predict the reaction product. The product is: [CH2:22]([O:1][C:2]1[CH:3]=[C:4]([CH2:9][C:10]([O:12][CH3:13])=[O:11])[CH:5]=[C:6]([OH:8])[CH:7]=1)[C:23]1[CH:28]=[CH:27][CH:26]=[CH:25][CH:24]=1. (5) The product is: [F:1][C:2]1[CH:10]=[C:9]2[C:5]([C:6]([CH:11]=[O:12])=[CH:7][N:8]2[S:23]([C:20]2[CH:21]=[CH:22][C:17]([O:16][CH3:15])=[C:18]([N:27]3[CH2:32][CH2:31][N:30]([C:33](=[O:38])[C:34]([Cl:37])([Cl:35])[Cl:36])[CH2:29][CH2:28]3)[CH:19]=2)(=[O:25])=[O:24])=[CH:4][CH:3]=1. Given the reactants [F:1][C:2]1[CH:10]=[C:9]2[C:5]([C:6]([CH:11]=[O:12])=[CH:7][NH:8]2)=[CH:4][CH:3]=1.[H-].[Na+].[CH3:15][O:16][C:17]1[CH:22]=[CH:21][C:20]([S:23](Cl)(=[O:25])=[O:24])=[CH:19][C:18]=1[N:27]1[CH2:32][CH2:31][N:30]([C:33](=[O:38])[C:34]([Cl:37])([Cl:36])[Cl:35])[CH2:29][CH2:28]1, predict the reaction product.